This data is from Catalyst prediction with 721,799 reactions and 888 catalyst types from USPTO. The task is: Predict which catalyst facilitates the given reaction. (1) Reactant: [F:1][C:2]([F:11])([F:10])[C:3]1[CH:8]=[CH:7][N:6]=[C:5]([OH:9])[N:4]=1.[N:12]1([C:18](Cl)=[O:19])[CH2:17][CH2:16][O:15][CH2:14][CH2:13]1.N12CCN(CC1)CC2.O. Product: [F:11][C:2]([F:1])([F:10])[C:3]1[CH:8]=[CH:7][N:6]=[C:5]([O:9][C:18]([N:12]2[CH2:17][CH2:16][O:15][CH2:14][CH2:13]2)=[O:19])[N:4]=1. The catalyst class is: 9. (2) Reactant: [CH3:1][O:2][C:3]([C:5]1[C:9]([NH:10][C:11](=[O:21])[CH2:12][O:13][C:14]2[CH:19]=[CH:18][C:17](Br)=[CH:16][N:15]=2)=[CH:8][S:7][CH:6]=1)=[O:4].[Cl:22][C:23]1[CH:28]=[CH:27][CH:26]=[CH:25][C:24]=1B(O)O.C(=O)([O-])[O-].[Cs+].[Cs+].O. Product: [CH3:1][O:2][C:3]([C:5]1[C:9]([NH:10][C:11](=[O:21])[CH2:12][O:13][C:14]2[CH:19]=[CH:18][C:17]([C:24]3[CH:25]=[CH:26][CH:27]=[CH:28][C:23]=3[Cl:22])=[CH:16][N:15]=2)=[CH:8][S:7][CH:6]=1)=[O:4]. The catalyst class is: 176.